Task: Predict the reaction yield, written as a fraction of the theoretical maximum amount of product (1.0 means a 100% yield; for example, 0.34 means a 34% yield).. Dataset: Reaction yield outcomes from USPTO patents with 853,638 reactions (1) The reactants are [Br:1][C:2]1[CH:3]=[N:4][C:5]([O:8][C:9]2[CH:14]=[CH:13][CH:12]=[C:11]([CH2:15]Cl)[CH:10]=2)=[N:6][CH:7]=1.[P:17]([O:24]CC)([O:21][CH2:22][CH3:23])[O:18][CH2:19][CH3:20].C(OCC)(=O)C. The catalyst is CCCCCCC. The product is [Br:1][C:2]1[CH:3]=[N:4][C:5]([O:8][C:9]2[CH:10]=[C:11]([CH:12]=[CH:13][CH:14]=2)[CH2:15][P:17](=[O:24])([O:21][CH2:22][CH3:23])[O:18][CH2:19][CH3:20])=[N:6][CH:7]=1. The yield is 0.680. (2) The reactants are Cl.Cl[C:3]1[N:12]=[C:11]([N:13]([C:15]2[CH:20]=[CH:19][C:18]([O:21][CH3:22])=[CH:17][CH:16]=2)[CH3:14])[C:10]2[C:5](=[CH:6][CH:7]=[CH:8][CH:9]=2)[N:4]=1.[NH2:23][CH2:24][CH2:25][CH2:26][OH:27].C(Cl)(Cl)Cl. The catalyst is CCCCO. The product is [CH3:22][O:21][C:18]1[CH:19]=[CH:20][C:15]([N:13]([CH3:14])[C:11]2[C:10]3[C:5](=[CH:6][CH:7]=[CH:8][CH:9]=3)[N:4]=[C:3]([NH:23][CH2:24][CH2:25][CH2:26][OH:27])[N:12]=2)=[CH:16][CH:17]=1. The yield is 0.790.